This data is from Reaction yield outcomes from USPTO patents with 853,638 reactions. The task is: Predict the reaction yield, written as a fraction of the theoretical maximum amount of product (1.0 means a 100% yield; for example, 0.34 means a 34% yield). (1) The reactants are [Cl:1][C:2]1[CH:7]=[CH:6][C:5]([S:8]([NH:11][C@H:12]([C:15]2[CH:20]=[CH:19][CH:18]=[CH:17][CH:16]=2)[CH2:13][CH3:14])(=[O:10])=[O:9])=[CH:4][CH:3]=1.Br[CH2:22][C:23]1[CH:28]=[CH:27][C:26]([O:29][CH3:30])=[C:25]([F:31])[C:24]=1[F:32].C(=O)([O-])[O-].[Cs+].[Cs+].O. The catalyst is CN(C=O)C. The product is [Cl:1][C:2]1[CH:7]=[CH:6][C:5]([S:8]([N:11]([CH2:22][C:23]2[CH:28]=[CH:27][C:26]([O:29][CH3:30])=[C:25]([F:31])[C:24]=2[F:32])[C@H:12]([C:15]2[CH:16]=[CH:17][CH:18]=[CH:19][CH:20]=2)[CH2:13][CH3:14])(=[O:10])=[O:9])=[CH:4][CH:3]=1. The yield is 0.830. (2) The catalyst is Cl. The reactants are [NH2:1][C:2]([CH:4]1[CH2:9][CH2:8][CH2:7][N:6]([C:10]2[N:11]=[C:12]3[CH:29]=[C:28]([C:30]([NH:32][C:33]4[S:34][CH:35]=[C:36]([C:38]([CH3:41])([CH3:40])[CH3:39])[N:37]=4)=[O:31])[CH:27]=[CH:26][N:13]3[C:14](=[O:25])[C:15]=2/[CH:16]=[CH:17]/[C:18]([O:20]C(C)(C)C)=[O:19])[CH2:5]1)=[O:3]. The product is [NH2:1][C:2]([CH:4]1[CH2:9][CH2:8][CH2:7][N:6]([C:10]2[N:11]=[C:12]3[CH:29]=[C:28]([C:30]([NH:32][C:33]4[S:34][CH:35]=[C:36]([C:38]([CH3:41])([CH3:40])[CH3:39])[N:37]=4)=[O:31])[CH:27]=[CH:26][N:13]3[C:14](=[O:25])[C:15]=2/[CH:16]=[CH:17]/[C:18]([OH:20])=[O:19])[CH2:5]1)=[O:3]. The yield is 0.654. (3) The reactants are C(O)(C(F)(F)F)=O.C(OC([N:15]1[CH2:19][CH2:18][C@H:17]([C:20]([N:22]2[CH2:26][CH2:25][CH2:24][CH2:23]2)=[O:21])[CH2:16]1)=O)(C)(C)C. The catalyst is C(Cl)Cl. The product is [N:22]1([C:20]([C@H:17]2[CH2:18][CH2:19][NH:15][CH2:16]2)=[O:21])[CH2:23][CH2:24][CH2:25][CH2:26]1. The yield is 0.700. (4) The reactants are C[C:2](C)([O-:4])C.[K+].[CH3:7][CH2:8][CH2:9][CH2:10][CH2:11][CH3:12].[C:13]([O:16]CC)(=[O:15])C.Cl. The catalyst is CS(C)=O. The product is [CH3:2][O:4][C:9]1[CH:8]=[CH:7][CH:12]=[CH:11][C:10]=1[C:13]([OH:16])=[O:15]. The yield is 0.800. (5) The reactants are [Cl:1][C:2]1[C:3]([CH2:11][C:12](OC)=[O:13])=[N:4][CH:5]=[C:6]([N+:8]([O-])=O)[CH:7]=1.[Cl-].[NH4+].[H-].[H-].[H-].[H-].[Li+].[Al+3]. The catalyst is CCO.O.C1COCC1.[Fe]. The product is [NH2:8][C:6]1[CH:7]=[C:2]([Cl:1])[C:3]([CH2:11][CH2:12][OH:13])=[N:4][CH:5]=1. The yield is 0.460. (6) The reactants are [CH3:1][O:2][C:3]1[CH:11]=[C:10]([N+:12]([O-:14])=[O:13])[CH:9]=[CH:8][C:4]=1[C:5]([OH:7])=[O:6].[C:15](=O)([O-])[O-].[K+].[K+].IC. No catalyst specified. The product is [CH3:1][O:2][C:3]1[CH:11]=[C:10]([N+:12]([O-:14])=[O:13])[CH:9]=[CH:8][C:4]=1[C:5]([O:7][CH3:15])=[O:6]. The yield is 0.770.